Task: Predict which catalyst facilitates the given reaction.. Dataset: Catalyst prediction with 721,799 reactions and 888 catalyst types from USPTO (1) Reactant: [CH2:1]([NH:4][S:5]([C:8]1[S:12][C:11](Br)=[C:10]([C:14]2[S:18][C:17]([NH:19][C:20](=[O:22])[CH3:21])=[N:16][C:15]=2[CH3:23])[CH:9]=1)(=[O:7])=[O:6])[CH:2]=[CH2:3].C([Li])CCC. Product: [CH2:1]([NH:4][S:5]([C:8]1[S:12][CH:11]=[C:10]([C:14]2[S:18][C:17]([NH:19][C:20](=[O:22])[CH3:21])=[N:16][C:15]=2[CH3:23])[CH:9]=1)(=[O:7])=[O:6])[CH:2]=[CH2:3]. The catalyst class is: 6. (2) Reactant: [CH2:1]([O:8][C:9]([N:11]1[CH2:17][CH2:16][C:15](=[O:18])[NH:14][CH2:13][CH2:12]1)=[O:10])[C:2]1[CH:7]=[CH:6][CH:5]=[CH:4][CH:3]=1.[H-].[Na+].[CH3:21][O:22][C:23](=[O:36])[CH:24](I)[CH2:25][CH2:26][O:27][Si:28]([C:31]([CH3:34])([CH3:33])[CH3:32])([CH3:30])[CH3:29].S([O-])(O)(=O)=O.[K+]. Product: [CH2:1]([O:8][C:9]([N:11]1[CH2:17][CH2:16][C:15](=[O:18])[N:14]([CH:24]([C:23]([O:22][CH3:21])=[O:36])[CH2:25][CH2:26][O:27][Si:28]([C:31]([CH3:34])([CH3:33])[CH3:32])([CH3:30])[CH3:29])[CH2:13][CH2:12]1)=[O:10])[C:2]1[CH:7]=[CH:6][CH:5]=[CH:4][CH:3]=1. The catalyst class is: 9. (3) Reactant: C(=O)([O-])[O-].[Cs+].[Cs+].CC(C1C=C(C(C)C)C(C2C=CC=CC=2P(C2CCCCC2)C2CCCCC2)=C(C(C)C)C=1)C.Br[C:42]1[CH:47]=[C:46]([N+:48]([O-:50])=[O:49])[CH:45]=[CH:44][C:43]=1[O:51][CH3:52].[CH3:53][NH:54][CH2:55][CH2:56][N:57]([CH3:59])[CH3:58]. Product: [CH3:52][O:51][C:43]1[CH:44]=[CH:45][C:46]([N+:48]([O-:50])=[O:49])=[CH:47][C:42]=1[N:54]([CH3:53])[CH2:55][CH2:56][N:57]([CH3:59])[CH3:58]. The catalyst class is: 718. (4) Reactant: Cl[C:2]1[N:6]([C:7]2[CH:12]=[CH:11][CH:10]=[CH:9][CH:8]=2)[N:5]=[N:4][N:3]=1.C1OCCOCCOCCOCCOCCOC1.[F-].[K+].C(N(CC)CC)C.[C:40]([N:42]=[C:43]([N:52]1[CH2:57][CH2:56][NH:55][CH:54]([C:58]2[CH:63]=[CH:62][CH:61]=[CH:60][CH:59]=2)[CH2:53]1)[NH:44][C:45]1[CH:50]=[CH:49][CH:48]=[CH:47][C:46]=1[CH3:51])#[N:41]. Product: [C:40]([N:42]=[C:43]([N:52]1[CH2:57][CH2:56][N:55]([C:2]2[N:6]([C:7]3[CH:12]=[CH:11][CH:10]=[CH:9][CH:8]=3)[N:5]=[N:4][N:3]=2)[CH:54]([C:58]2[CH:63]=[CH:62][CH:61]=[CH:60][CH:59]=2)[CH2:53]1)[NH:44][C:45]1[CH:50]=[CH:49][CH:48]=[CH:47][C:46]=1[CH3:51])#[N:41]. The catalyst class is: 12.